From a dataset of Full USPTO retrosynthesis dataset with 1.9M reactions from patents (1976-2016). Predict the reactants needed to synthesize the given product. The reactants are: [Cl:1][C:2]1[N:11]=[C:10]([NH:12][C:13]2[CH:18]=[CH:17][CH:16]=[CH:15][C:14]=2[O:19][CH3:20])[C:9]2[C:4](=[CH:5][CH:6]=[CH:7][CH:8]=2)[N:3]=1.[CH3:21]I. Given the product [Cl:1][C:2]1[N:11]=[C:10]([N:12]([C:13]2[CH:18]=[CH:17][CH:16]=[CH:15][C:14]=2[O:19][CH3:20])[CH3:21])[C:9]2[C:4](=[CH:5][CH:6]=[CH:7][CH:8]=2)[N:3]=1, predict the reactants needed to synthesize it.